From a dataset of Catalyst prediction with 721,799 reactions and 888 catalyst types from USPTO. Predict which catalyst facilitates the given reaction. (1) Reactant: [NH2:1][CH2:2][CH2:3][CH2:4][N:5]1[C:14]2[CH:13]=[C:12]3[CH2:15][CH2:16][CH2:17][CH2:18][C:11]3=[CH:10][C:9]=2[C:8]2=[N:19][N:20]([CH2:23][C:24]3[CH:29]=[CH:28][CH:27]=[CH:26][CH:25]=3)[C:21]([CH3:22])=[C:7]2[C:6]1=[O:30].C(N(CC)CC)(C)C.[CH3:39][S:40](Cl)(=[O:42])=[O:41]. Product: [CH2:23]([N:20]1[C:21]([CH3:22])=[C:7]2[C:6](=[O:30])[N:5]([CH2:4][CH2:3][CH2:2][NH:1][S:40]([CH3:39])(=[O:42])=[O:41])[C:14]3[CH:13]=[C:12]4[CH2:15][CH2:16][CH2:17][CH2:18][C:11]4=[CH:10][C:9]=3[C:8]2=[N:19]1)[C:24]1[CH:29]=[CH:28][CH:27]=[CH:26][CH:25]=1. The catalyst class is: 3. (2) Reactant: [C:1]([O:5][C:6]([N:8]1[CH2:13][CH2:12][N:11]([C:14]2[CH:19]=[CH:18][C:17]([N+:20]([O-:22])=[O:21])=[CH:16][CH:15]=2)[CH2:10][CH2:9]1)=[O:7])([CH3:4])([CH3:3])[CH3:2].[Cl:23]N1C(=O)CCC1=O. Product: [C:1]([O:5][C:6]([N:8]1[CH2:13][CH2:12][N:11]([C:14]2[CH:15]=[CH:16][C:17]([N+:20]([O-:22])=[O:21])=[CH:18][CH:19]=2)[CH2:10][CH:9]1[Cl:23])=[O:7])([CH3:4])([CH3:2])[CH3:3]. The catalyst class is: 32. (3) The catalyst class is: 5. Reactant: Br[CH:2]([CH2:16][CH2:17][CH2:18][CH3:19])[C:3]([C:5]1[CH:6]=[C:7]([NH:12][C:13](=[O:15])[CH3:14])[CH:8]=[CH:9][C:10]=1[OH:11])=[O:4].C(=O)(O)[O-].[Na+].[BH4-].[Na+]. Product: [CH2:16]([CH:2]1[CH:3]([OH:4])[C:5]2[CH:6]=[C:7]([NH:12][C:13](=[O:15])[CH3:14])[CH:8]=[CH:9][C:10]=2[O:11]1)[CH2:17][CH2:18][CH3:19]. (4) The catalyst class is: 14. Reactant: [Br:1][C:2]1[C:3]([N:12]2[CH2:17][CH2:16][N:15]([CH2:18][C:19]3[N:20]=[C:21]([CH:24]([CH3:26])[CH3:25])[O:22][CH:23]=3)[CH2:14][CH2:13]2)=[C:4]([N+:9]([O-])=O)[C:5]([NH2:8])=[N:6][CH:7]=1.[CH:27](=O)[C:28]1[CH:33]=[CH:32][C:31]([O:34][CH3:35])=[CH:30][CH:29]=1.[O-]S(S([O-])=O)=O.[Na+].[Na+]. Product: [Br:1][C:2]1[C:3]([N:12]2[CH2:17][CH2:16][N:15]([CH2:18][C:19]3[N:20]=[C:21]([CH:24]([CH3:26])[CH3:25])[O:22][CH:23]=3)[CH2:14][CH2:13]2)=[C:4]2[N:9]=[C:27]([C:28]3[CH:33]=[CH:32][C:31]([O:34][CH3:35])=[CH:30][CH:29]=3)[NH:8][C:5]2=[N:6][CH:7]=1. (5) Reactant: Cl.[CH2:2]([O:4][C:5]1[CH:12]=[CH:11][C:8]([CH:9]=O)=[CH:7][C:6]=1[OH:13])[CH3:3].[SH:14][CH2:15][C:16]1[CH:21]=[CH:20][CH:19]=[CH:18][C:17]=1[SH:22].C([O-])(O)=O.[Na+]. Product: [S:22]1[C:17]2[CH:18]=[CH:19][CH:20]=[CH:21][C:16]=2[CH2:15][S:14][CH:9]1[C:8]1[CH:11]=[CH:12][C:5]([O:4][CH2:2][CH3:3])=[C:6]([OH:13])[CH:7]=1. The catalyst class is: 4. (6) Reactant: F[P-](F)(F)(F)(F)F.C[N+](C)=C(N(C)C)ON1C2N=CC=CC=2N=N1.[NH2:25][C:26]1[N:35]=[C:34]([N:36]2[CH2:41][CH2:40][N:39]([CH3:42])[CH2:38][CH2:37]2)[C:33]2[C:28](=[CH:29][C:30]([C:43]([OH:45])=O)=[CH:31][CH:32]=2)[N:27]=1.C(N(CC)C(C)C)(C)C.[C:55]1([C:69]2[CH:74]=[CH:73][CH:72]=[CH:71][CH:70]=2)[CH:60]=[CH:59][C:58]([CH2:61][CH:62]([C:64]2[S:65][CH:66]=[CH:67][N:68]=2)[NH2:63])=[CH:57][CH:56]=1. Product: [NH2:25][C:26]1[N:35]=[C:34]([N:36]2[CH2:41][CH2:40][N:39]([CH3:42])[CH2:38][CH2:37]2)[C:33]2[C:28](=[CH:29][C:30]([C:43]([NH:63][CH:62]([C:64]3[S:65][CH:66]=[CH:67][N:68]=3)[CH2:61][C:58]3[CH:57]=[CH:56][C:55]([C:69]4[CH:74]=[CH:73][CH:72]=[CH:71][CH:70]=4)=[CH:60][CH:59]=3)=[O:45])=[CH:31][CH:32]=2)[N:27]=1. The catalyst class is: 9.